The task is: Regression/Classification. Given a drug SMILES string, predict its toxicity properties. Task type varies by dataset: regression for continuous values (e.g., LD50, hERG inhibition percentage) or binary classification for toxic/non-toxic outcomes (e.g., AMES mutagenicity, cardiotoxicity, hepatotoxicity). Dataset: herg_karim.. This data is from hERG potassium channel inhibition data for cardiac toxicity prediction from Karim et al.. (1) The compound is CN(CCN1CCN(c2cccc(Cl)c2)C1=O)CC12CCC(CC1)C2(C)C. The result is 1 (blocker). (2) The molecule is COc1ccc([C@H]2CN(CCc3ccc(OC)c(OC)c3)C[C@@H]2CNC(=O)c2cccc(Cl)c2)cc1. The result is 1 (blocker). (3) The molecule is Cc1nc(C(=O)NCCCN2CCN(c3cccc(Cl)c3Cl)CC2)c(C)n1-c1ccccc1. The result is 1 (blocker). (4) The compound is N#Cc1ccc(S(=O)(=O)NCCCN2CC3CN(Cc4ccc(F)cc4)CC(C2)O3)cc1. The result is 0 (non-blocker). (5) The result is 1 (blocker). The molecule is O=C1OCc2cc(CC(=O)N3CCN(CCc4ccc([N+](=O)[O-])cc4)CC3)ccc21. (6) The result is 0 (non-blocker). The molecule is Cc1ccc(OC(=O)N(CC(=O)O)Cc2cccc(OCc3oc(-c4ccc(Cl)cc4)nc3C)c2)cc1. (7) The drug is CNC(=O)c1ccc(N2C(=S)N(c3cnc(C#N)c(C(F)(F)F)c3)C(=O)C23CCC3)cc1F. The result is 0 (non-blocker). (8) The molecule is CC(=O)Nc1cc(Nc2cc(NC3CC3)n3ncc(C#N)c3n2)ccc1N(C)CCN. The result is 0 (non-blocker).